Task: Predict the product of the given reaction.. Dataset: Forward reaction prediction with 1.9M reactions from USPTO patents (1976-2016) (1) Given the reactants [C:1]([O:5][C:6]([NH:8][C@@H:9]([CH2:19][S:20][C:21]1[CH:26]=[CH:25][CH:24]=[CH:23][CH:22]=1)/[CH:10]=[CH:11]/[C:12]([O:14]C(C)(C)C)=[O:13])=[O:7])([CH3:4])([CH3:3])[CH3:2], predict the reaction product. The product is: [C:1]([O:5][C:6]([NH:8][C@@H:9]([CH2:19][S:20][C:21]1[CH:22]=[CH:23][CH:24]=[CH:25][CH:26]=1)[CH2:10][CH2:11][C:12]([OH:14])=[O:13])=[O:7])([CH3:4])([CH3:2])[CH3:3]. (2) Given the reactants [CH:1]([CH:4]1[N:9](C(OC(C)(C)C)=O)[CH2:8][CH2:7][N:6]2[C:17]3[CH:23]=[C:22]([S:24]([CH3:27])(=[O:26])=[O:25])[CH:21]=[CH:20][C:18]=3[N:19]=[C:5]12)([CH3:3])[CH3:2].C(O)(C(F)(F)F)=O, predict the reaction product. The product is: [CH:1]([CH:4]1[NH:9][CH2:8][CH2:7][N:6]2[C:17]3[CH:23]=[C:22]([S:24]([CH3:27])(=[O:25])=[O:26])[CH:21]=[CH:20][C:18]=3[N:19]=[C:5]12)([CH3:3])[CH3:2]. (3) Given the reactants [CH2:1]1[O:3][C@@H:2]1[CH2:4][OH:5].[N+:6]([C:9]1[CH:10]=[C:11]([S:15](Cl)(=[O:17])=[O:16])[CH:12]=[CH:13][CH:14]=1)([O-:8])=[O:7], predict the reaction product. The product is: [O:3]1[CH2:1][C@H:2]1[CH2:4][O:5][S:15]([C:11]1[CH:12]=[CH:13][CH:14]=[C:9]([N+:6]([O-:8])=[O:7])[CH:10]=1)(=[O:16])=[O:17]. (4) The product is: [Cl:1][C:2]1[C:7]([C:8]([F:10])([F:11])[F:9])=[CH:6][CH:5]=[CH:4][C:3]=1[C:12]([N:14]1[CH2:19][CH2:18][C:17]2=[C:20]([C:34]3[CH:33]=[CH:32][C:31]([F:30])=[CH:36][N:35]=3)[NH:21][N:22]=[C:16]2[CH2:15]1)=[O:13]. Given the reactants [Cl:1][C:2]1[C:7]([C:8]([F:11])([F:10])[F:9])=[CH:6][CH:5]=[CH:4][C:3]=1[C:12]([N:14]1[CH2:19][CH2:18][C:17]2[C:20](I)=[N:21][N:22](C3CCCCO3)[C:16]=2[CH2:15]1)=[O:13].[F:30][C:31]1[CH:32]=[CH:33][C:34](B2OC(C)(C)C(C)(C)O2)=[N:35][CH:36]=1.C(=O)([O-])[O-].[Cs+].[Cs+].C([SiH](CC)CC)C.C(O)(C(F)(F)F)=O, predict the reaction product. (5) The product is: [O:1]=[C:2]1[NH:8][C:7]2[CH:9]=[CH:10][CH:11]=[CH:12][C:6]=2[C:5]2[CH:13]=[CH:14][CH:15]=[CH:16][C:4]=2[C@@H:3]1[NH:17][C:18]([C@@H:20]([O:22][C:23](=[O:24])[NH:38][CH2:37][C:36]([F:43])([F:35])[C:39]([F:42])([F:41])[F:40])[CH3:21])=[O:19]. Given the reactants [O:1]=[C:2]1[NH:8][C:7]2[CH:9]=[CH:10][CH:11]=[CH:12][C:6]=2[C:5]2[CH:13]=[CH:14][CH:15]=[CH:16][C:4]=2[C@@H:3]1[NH:17][C:18]([C@@H:20]([O:22][C:23](=O)[O:24]C1C=CC([N+]([O-])=O)=CC=1)[CH3:21])=[O:19].[F:35][C:36]([F:43])([C:39]([F:42])([F:41])[F:40])[CH2:37][NH2:38], predict the reaction product. (6) Given the reactants [CH:1]1([CH:4]=[CH:5][C:6]([C:8]2[CH:13]=[CH:12][C:11]([O:14][CH3:15])=[CH:10][C:9]=2[OH:16])=[O:7])[CH2:3][CH2:2]1.Cl, predict the reaction product. The product is: [CH:1]1([CH:4]2[CH2:5][C:6](=[O:7])[C:8]3[C:9](=[CH:10][C:11]([O:14][CH3:15])=[CH:12][CH:13]=3)[O:16]2)[CH2:3][CH2:2]1.